Task: Predict the product of the given reaction.. Dataset: Forward reaction prediction with 1.9M reactions from USPTO patents (1976-2016) The product is: [O:26]1[CH2:30][CH2:29][CH:28]([CH2:31][NH:24][C@H:21]2[CH2:20][CH2:19][C@H:18]([O:17][C:12]3[CH:13]=[C:14]4[C:9](=[CH:10][CH:11]=3)[O:8][CH:7]([C:2]3[CH:3]=[CH:4][CH:5]=[CH:6][C:1]=3[CH3:25])[CH2:16][CH2:15]4)[CH2:23][CH2:22]2)[CH2:27]1.[O:26]1[CH2:30][CH2:29][CH:28]([CH2:31][N:34]([CH2:33][CH:28]2[CH2:29][CH2:30][O:26][CH2:27]2)[C@H:21]2[CH2:22][CH2:23][C@H:18]([O:17][C:12]3[CH:13]=[C:14]4[C:9](=[CH:10][CH:11]=3)[O:8][CH:7]([C:2]3[CH:3]=[CH:4][CH:5]=[CH:6][C:1]=3[CH3:25])[CH2:16][CH2:15]4)[CH2:19][CH2:20]2)[CH2:27]1. Given the reactants [C:1]1([CH3:25])[CH:6]=[CH:5][CH:4]=[CH:3][C:2]=1[CH:7]1[CH2:16][CH2:15][C:14]2[C:9](=[CH:10][CH:11]=[C:12]([O:17][C@H:18]3[CH2:23][CH2:22][C@H:21]([NH2:24])[CH2:20][CH2:19]3)[CH:13]=2)[O:8]1.[O:26]1[CH2:30][CH2:29][CH:28]([CH:31]=O)[CH2:27]1.[C:33]([BH3-])#[N:34].[Na+], predict the reaction product.